Task: Regression. Given a peptide amino acid sequence and an MHC pseudo amino acid sequence, predict their binding affinity value. This is MHC class I binding data.. Dataset: Peptide-MHC class I binding affinity with 185,985 pairs from IEDB/IMGT The peptide sequence is KMYEYVFKG. The MHC is HLA-A02:01 with pseudo-sequence HLA-A02:01. The binding affinity (normalized) is 0.657.